Dataset: Rat liver microsome stability data. Task: Regression/Classification. Given a drug SMILES string, predict its absorption, distribution, metabolism, or excretion properties. Task type varies by dataset: regression for continuous measurements (e.g., permeability, clearance, half-life) or binary classification for categorical outcomes (e.g., BBB penetration, CYP inhibition). Dataset: rlm. (1) The drug is CN1Cc2c(cc(N3CCOCC3)nc2-c2ccccc2OC(F)(F)F)C1=O. The result is 0 (unstable in rat liver microsomes). (2) The drug is CC(C)CS(=O)(=O)c1oc(-c2ccc(F)cc2)nc1S(=O)(=O)c1ccccc1. The result is 1 (stable in rat liver microsomes). (3) The compound is CC(=O)c1c(C)[nH]c(C(=O)Nc2cccc(S(=O)(=O)Nc3ccc(Br)c(F)c3)c2)c1C. The result is 1 (stable in rat liver microsomes). (4) The molecule is COc1cccc(CNc2ccc(S(=O)(=O)Nc3nc(-c4ccccc4)cs3)cc2)c1O. The result is 1 (stable in rat liver microsomes). (5) The drug is O=C(c1ccc(Cl)nc1)N1CCC(NS(=O)(=O)c2cc(S(=O)(=O)c3ccccc3)ccc2C(F)(F)F)CC1. The result is 1 (stable in rat liver microsomes).